Dataset: Reaction yield outcomes from USPTO patents with 853,638 reactions. Task: Predict the reaction yield, written as a fraction of the theoretical maximum amount of product (1.0 means a 100% yield; for example, 0.34 means a 34% yield). (1) The reactants are [Br:1][C:2]1[CH:3]=[C:4](B(O)O)[C:5]([F:8])=[N:6][CH:7]=1.C(=O)([O-])[O-].[Na+].[Na+].[F:18][C:19]([F:29])([F:28])[C:20]1[CH:25]=[CH:24][C:23]([CH:26]=[CH2:27])=[CH:22][CH:21]=1. The catalyst is CN(C)C=O.C([O-])(=O)C.[Pd+2].C([O-])(=O)C. The product is [Br:1][C:2]1[CH:3]=[C:4](/[CH:27]=[CH:26]/[C:23]2[CH:22]=[CH:21][C:20]([C:19]([F:18])([F:28])[F:29])=[CH:25][CH:24]=2)[C:5]([F:8])=[N:6][CH:7]=1. The yield is 0.281. (2) The reactants are [Cl:1][C:2]1[CH:3]=[C:4]2[C:9](=[CH:10][CH:11]=1)[N:8]=[C:7]([O:12][CH3:13])[C:6]([NH:14][C:15](=[O:19])OCC)=[N:5]2.[N:20]1[CH:25]=[CH:24][CH:23]=[N:22][C:21]=1[N:26]1[CH2:31][CH2:30][NH:29][CH2:28][CH2:27]1. No catalyst specified. The product is [Cl:1][C:2]1[CH:3]=[C:4]2[C:9](=[CH:10][CH:11]=1)[N:8]=[C:7]([O:12][CH3:13])[C:6]([NH:14][C:15]([N:29]1[CH2:30][CH2:31][N:26]([C:21]3[N:20]=[CH:25][CH:24]=[CH:23][N:22]=3)[CH2:27][CH2:28]1)=[O:19])=[N:5]2. The yield is 0.900. (3) The reactants are FC(F)(F)S(O[C:7]1[C:8]([C:17]([N:19]([O:21][CH3:22])[CH3:20])=[O:18])=[CH:9][CH:10]=[C:11]2[C:16]=1[N:15]=[CH:14][CH:13]=[CH:12]2)(=O)=O.[F:25][C:26]1[CH:31]=[CH:30][CH:29]=[CH:28][C:27]=1B(O)O.C(=O)([O-])[O-].[Na+].[Na+].O. The catalyst is O1CCOCC1.C(OCC)(=O)C.C1C=CC([P]([Pd]([P](C2C=CC=CC=2)(C2C=CC=CC=2)C2C=CC=CC=2)([P](C2C=CC=CC=2)(C2C=CC=CC=2)C2C=CC=CC=2)[P](C2C=CC=CC=2)(C2C=CC=CC=2)C2C=CC=CC=2)(C2C=CC=CC=2)C2C=CC=CC=2)=CC=1. The product is [F:25][C:26]1[CH:31]=[CH:30][CH:29]=[CH:28][C:27]=1[C:7]1[C:8]([C:17]([N:19]([O:21][CH3:22])[CH3:20])=[O:18])=[CH:9][CH:10]=[C:11]2[C:16]=1[N:15]=[CH:14][CH:13]=[CH:12]2. The yield is 0.780. (4) The reactants are [CH3:1][C:2]([O-:5])([CH3:4])[CH3:3].[Na+].CN(C=O)C.F[C:13]1[CH:14]=[CH:15][C:16]([C:19]#[N:20])=[N:17][CH:18]=1. The catalyst is CN(P(N(C)C)(N(C)C)=O)C.O. The product is [C:2]([O:5][C:13]1[CH:14]=[CH:15][C:16]([C:19]#[N:20])=[N:17][CH:18]=1)([CH3:4])([CH3:3])[CH3:1]. The yield is 0.620.